Dataset: Peptide-MHC class I binding affinity with 185,985 pairs from IEDB/IMGT. Task: Regression. Given a peptide amino acid sequence and an MHC pseudo amino acid sequence, predict their binding affinity value. This is MHC class I binding data. (1) The peptide sequence is EWAFWETKK. The MHC is HLA-A24:02 with pseudo-sequence HLA-A24:02. The binding affinity (normalized) is 0.196. (2) The peptide sequence is LLEAVYGNIK. The MHC is HLA-A03:01 with pseudo-sequence HLA-A03:01. The binding affinity (normalized) is 0.0118. (3) The peptide sequence is AEMWAQDAA. The MHC is HLA-B27:05 with pseudo-sequence HLA-B27:05. The binding affinity (normalized) is 0. (4) The peptide sequence is ALPPPPPPP. The MHC is HLA-B15:01 with pseudo-sequence HLA-B15:01. The binding affinity (normalized) is 0.0847. (5) The peptide sequence is YQYPRDTHY. The MHC is HLA-B58:01 with pseudo-sequence HLA-B58:01. The binding affinity (normalized) is 0.0847. (6) The peptide sequence is VNPTLLFLKV. The MHC is HLA-A02:03 with pseudo-sequence HLA-A02:03. The binding affinity (normalized) is 0.266. (7) The binding affinity (normalized) is 0.0847. The peptide sequence is FPHTELANL. The MHC is HLA-A01:01 with pseudo-sequence HLA-A01:01. (8) The peptide sequence is QYIKWPWYVW. The MHC is HLA-A01:01 with pseudo-sequence HLA-A01:01. The binding affinity (normalized) is 0.0411. (9) The peptide sequence is GMLPVCPLI. The binding affinity (normalized) is 0. The MHC is HLA-A03:01 with pseudo-sequence HLA-A03:01. (10) The peptide sequence is ILARNEEGR. The MHC is HLA-A33:01 with pseudo-sequence HLA-A33:01. The binding affinity (normalized) is 0.357.